From a dataset of Reaction yield outcomes from USPTO patents with 853,638 reactions. Predict the reaction yield, written as a fraction of the theoretical maximum amount of product (1.0 means a 100% yield; for example, 0.34 means a 34% yield). (1) The reactants are [CH:1]1[C:10]2[C:5](=[CH:6][CH:7]=[CH:8][CH:9]=2)[CH:4]=[CH:3][N:2]=1.C1C(=O)N([Br:18])C(=O)C1. The catalyst is CC(O)=O. The product is [Br:18][C:3]1[N:2]=[CH:1][C:10]2[C:5]([CH:4]=1)=[CH:6][CH:7]=[CH:8][CH:9]=2. The yield is 0.238. (2) The reactants are [N+:1]([C:4]1[CH:34]=[CH:33][C:7]2[N:8]=[C:9]([NH:11][C:12]3[CH:17]=[C:16]([CH2:18][C:19]4[CH:24]=[CH:23][CH:22]=[CH:21][CH:20]=4)[N:15]=[C:14]([NH:25][C@H:26]4[CH2:31][CH2:30][C@H:29]([OH:32])[CH2:28][CH2:27]4)[N:13]=3)[S:10][C:6]=2[CH:5]=1)([O-])=O.[H][H]. The catalyst is [Pd].O1CCCC1. The product is [NH2:1][C:4]1[CH:34]=[CH:33][C:7]2[N:8]=[C:9]([NH:11][C:12]3[CH:17]=[C:16]([CH2:18][C:19]4[CH:20]=[CH:21][CH:22]=[CH:23][CH:24]=4)[N:15]=[C:14]([NH:25][C@H:26]4[CH2:27][CH2:28][C@H:29]([OH:32])[CH2:30][CH2:31]4)[N:13]=3)[S:10][C:6]=2[CH:5]=1. The yield is 0.910. (3) The reactants are [NH2:1][C:2]1[CH:10]=[C:9]2[C:5]([C:6]3[C:14]([C:15]4[CH:20]=[CH:19][CH:18]=[CH:17][C:16]=4[F:21])=[CH:13][N:12]=[C:11]([C:22]([NH2:24])=[O:23])[C:7]=3[NH:8]2)=[CH:4][CH:3]=1.[CH3:25][S:26](Cl)(=[O:28])=[O:27].N1C=CC=CC=1. The catalyst is ClCCl. The product is [F:21][C:16]1[CH:17]=[CH:18][CH:19]=[CH:20][C:15]=1[C:14]1[C:6]2[C:5]3[C:9](=[CH:10][C:2]([NH:1][S:26]([CH3:25])(=[O:28])=[O:27])=[CH:3][CH:4]=3)[NH:8][C:7]=2[C:11]([C:22]([NH2:24])=[O:23])=[N:12][CH:13]=1. The yield is 0.150. (4) The reactants are [CH3:1][O:2][CH2:3][CH2:4][O:5][CH2:6][C:7]([C:10]1[CH:15]=[CH:14][C:13]([NH:16][C:17](=[O:19])[CH3:18])=[CH:12][C:11]=1[N+:20]([O-])=O)([CH3:9])[CH3:8]. The catalyst is CO.[Ni]. The product is [NH2:20][C:11]1[CH:12]=[C:13]([NH:16][C:17](=[O:19])[CH3:18])[CH:14]=[CH:15][C:10]=1[C:7]([CH3:9])([CH3:8])[CH2:6][O:5][CH2:4][CH2:3][O:2][CH3:1]. The yield is 0.350. (5) The reactants are [CH3:1][C:2]1[CH:3]=[C:4]([OH:15])[C:5]([C:9]2[CH:10]=[N:11][CH:12]=[CH:13][CH:14]=2)=[N:6][C:7]=1[CH3:8].[CH2:16]([O:23][C:24]1[CH:33]=[C:32]2[C:27]([C:28](Cl)=[CH:29][CH:30]=[N:31]2)=[CH:26][C:25]=1[O:35][CH3:36])[C:17]1[CH:22]=[CH:21][CH:20]=[CH:19][CH:18]=1.O. The catalyst is CN(C)C1C=CN=CC=1.ClC1C=CC=CC=1Cl. The product is [CH2:16]([O:23][C:24]1[CH:33]=[C:32]2[C:27]([C:28]([O:15][C:4]3[C:5]([C:9]4[CH:10]=[N:11][CH:12]=[CH:13][CH:14]=4)=[N:6][C:7]([CH3:8])=[C:2]([CH3:1])[CH:3]=3)=[CH:29][CH:30]=[N:31]2)=[CH:26][C:25]=1[O:35][CH3:36])[C:17]1[CH:18]=[CH:19][CH:20]=[CH:21][CH:22]=1. The yield is 0.880. (6) The reactants are [F:1][C:2]1[CH:7]=[C:6]([F:8])[CH:5]=[CH:4][C:3]=1[OH:9].[Na+].[I-:11].[OH-].[Na+].[O-]Cl.[Na+].[O-]S([O-])(=S)=O.[Na+].[Na+].Cl. The catalyst is CO. The product is [F:1][C:2]1[CH:7]=[C:6]([F:8])[CH:5]=[C:4]([I:11])[C:3]=1[OH:9]. The yield is 0.412.